Dataset: NCI-60 drug combinations with 297,098 pairs across 59 cell lines. Task: Regression. Given two drug SMILES strings and cell line genomic features, predict the synergy score measuring deviation from expected non-interaction effect. Drug 1: C1=CN(C(=O)N=C1N)C2C(C(C(O2)CO)O)O.Cl. Drug 2: C1=NC2=C(N=C(N=C2N1C3C(C(C(O3)CO)O)O)F)N. Cell line: A498. Synergy scores: CSS=11.2, Synergy_ZIP=-5.15, Synergy_Bliss=3.05, Synergy_Loewe=-9.74, Synergy_HSA=1.27.